Dataset: Forward reaction prediction with 1.9M reactions from USPTO patents (1976-2016). Task: Predict the product of the given reaction. (1) Given the reactants [OH-:1].[Na+].BrBr.[C:5]([C:8]1[CH:9]=[CH:10][C:11]([O:16][CH2:17][CH2:18][CH3:19])=[C:12]([CH:15]=1)[C:13]#[N:14])(=[O:7])C.Cl, predict the reaction product. The product is: [C:13]([C:12]1[CH:15]=[C:8]([CH:9]=[CH:10][C:11]=1[O:16][CH2:17][CH2:18][CH3:19])[C:5]([OH:7])=[O:1])#[N:14]. (2) The product is: [CH3:3][C:4]1([CH3:11])[CH2:9][CH2:8][CH2:7][CH2:6][C:5]1=[O:10]. Given the reactants [H-].[K+].[CH3:3][CH:4]1[CH2:9][CH2:8][CH2:7][CH2:6][C:5]1=[O:10].[CH2:11](B(CC)CC)C.CI, predict the reaction product.